From a dataset of NCI-60 drug combinations with 297,098 pairs across 59 cell lines. Regression. Given two drug SMILES strings and cell line genomic features, predict the synergy score measuring deviation from expected non-interaction effect. (1) Drug 1: C1=NC2=C(N=C(N=C2N1C3C(C(C(O3)CO)O)O)F)N. Drug 2: CC(C)(C#N)C1=CC(=CC(=C1)CN2C=NC=N2)C(C)(C)C#N. Cell line: SR. Synergy scores: CSS=-2.37, Synergy_ZIP=0.387, Synergy_Bliss=-5.39, Synergy_Loewe=-4.98, Synergy_HSA=-8.28. (2) Drug 1: CCC1(CC2CC(C3=C(CCN(C2)C1)C4=CC=CC=C4N3)(C5=C(C=C6C(=C5)C78CCN9C7C(C=CC9)(C(C(C8N6C)(C(=O)OC)O)OC(=O)C)CC)OC)C(=O)OC)O.OS(=O)(=O)O. Synergy scores: CSS=8.13, Synergy_ZIP=-3.69, Synergy_Bliss=-0.321, Synergy_Loewe=-3.57, Synergy_HSA=-0.439. Cell line: ACHN. Drug 2: C(CC(=O)O)C(=O)CN.Cl. (3) Drug 1: CCC1(CC2CC(C3=C(CCN(C2)C1)C4=CC=CC=C4N3)(C5=C(C=C6C(=C5)C78CCN9C7C(C=CC9)(C(C(C8N6C=O)(C(=O)OC)O)OC(=O)C)CC)OC)C(=O)OC)O.OS(=O)(=O)O. Drug 2: C1CNP(=O)(OC1)N(CCCl)CCCl. Cell line: HCT116. Synergy scores: CSS=-0.0600, Synergy_ZIP=0.503, Synergy_Bliss=-3.71, Synergy_Loewe=2.32, Synergy_HSA=-3.02. (4) Drug 1: CC1=C(C=C(C=C1)NC(=O)C2=CC=C(C=C2)CN3CCN(CC3)C)NC4=NC=CC(=N4)C5=CN=CC=C5. Drug 2: CC12CCC3C(C1CCC2OP(=O)(O)O)CCC4=C3C=CC(=C4)OC(=O)N(CCCl)CCCl.[Na+]. Cell line: NCI-H226. Synergy scores: CSS=0.893, Synergy_ZIP=1.33, Synergy_Bliss=3.06, Synergy_Loewe=-3.92, Synergy_HSA=-2.07. (5) Drug 1: C1CC(CCC1OC2=C(C(=CC=C2)Cl)F)(CC3=NC(=CC=C3)NC4=NC=CS4)C(=O)O. Drug 2: C1=CC(=C(C=C1I)F)NC2=C(C=CC(=C2F)F)C(=O)NOCC(CO)O. Cell line: HT29. Synergy scores: CSS=53.2, Synergy_ZIP=-2.07, Synergy_Bliss=-1.85, Synergy_Loewe=-24.0, Synergy_HSA=0.719. (6) Drug 1: CN1C2=C(C=C(C=C2)N(CCCl)CCCl)N=C1CCCC(=O)O.Cl. Drug 2: C1CN(CCN1C(=O)CCBr)C(=O)CCBr. Cell line: A498. Synergy scores: CSS=9.92, Synergy_ZIP=-3.95, Synergy_Bliss=-5.29, Synergy_Loewe=-4.25, Synergy_HSA=-2.55. (7) Drug 2: C1CN(CCN1C(=O)CCBr)C(=O)CCBr. Drug 1: CC1C(C(=O)NC(C(=O)N2CCCC2C(=O)N(CC(=O)N(C(C(=O)O1)C(C)C)C)C)C(C)C)NC(=O)C3=C4C(=C(C=C3)C)OC5=C(C(=O)C(=C(C5=N4)C(=O)NC6C(OC(=O)C(N(C(=O)CN(C(=O)C7CCCN7C(=O)C(NC6=O)C(C)C)C)C)C(C)C)C)N)C. Synergy scores: CSS=17.6, Synergy_ZIP=-4.45, Synergy_Bliss=-1.71, Synergy_Loewe=-0.576, Synergy_HSA=-0.247. Cell line: IGROV1. (8) Drug 1: CC1=C2C(C(=O)C3(C(CC4C(C3C(C(C2(C)C)(CC1OC(=O)C(C(C5=CC=CC=C5)NC(=O)C6=CC=CC=C6)O)O)OC(=O)C7=CC=CC=C7)(CO4)OC(=O)C)O)C)OC(=O)C. Drug 2: CC=C1C(=O)NC(C(=O)OC2CC(=O)NC(C(=O)NC(CSSCCC=C2)C(=O)N1)C(C)C)C(C)C. Cell line: TK-10. Synergy scores: CSS=25.9, Synergy_ZIP=-7.00, Synergy_Bliss=-1.81, Synergy_Loewe=-16.7, Synergy_HSA=-0.341.